Dataset: Catalyst prediction with 721,799 reactions and 888 catalyst types from USPTO. Task: Predict which catalyst facilitates the given reaction. Reactant: FC(F)(F)C(O)=O.[CH3:8][CH:9]([O:11][C:12]1[CH:19]=[CH:18][C:17]([C:20]2[O:24][N:23]=[C:22]([C:25]3[C:35]4[CH2:34][CH2:33][NH:32][CH2:31][CH2:30][C:29]=4[CH:28]=[CH:27][CH:26]=3)[N:21]=2)=[CH:16][C:13]=1[C:14]#[N:15])[CH3:10].Br[CH2:37][CH2:38][CH2:39][OH:40].C(=O)([O-])[O-].[K+].[K+]. Product: [OH:40][CH2:39][CH2:38][CH2:37][N:32]1[CH2:31][CH2:30][C:29]2[CH:28]=[CH:27][CH:26]=[C:25]([C:22]3[N:21]=[C:20]([C:17]4[CH:18]=[CH:19][C:12]([O:11][CH:9]([CH3:8])[CH3:10])=[C:13]([CH:16]=4)[C:14]#[N:15])[O:24][N:23]=3)[C:35]=2[CH2:34][CH2:33]1. The catalyst class is: 21.